From a dataset of Full USPTO retrosynthesis dataset with 1.9M reactions from patents (1976-2016). Predict the reactants needed to synthesize the given product. Given the product [F:1][C:2]1[CH:7]=[CH:6][C:5]([F:8])=[CH:4][C:3]=1[C@H:9]1[CH2:13][CH2:12][CH2:11][N:10]1[C:14]1[CH:19]=[CH:18][N:17]2[N:20]=[CH:21][C:22]([NH:23][C:25]([NH:24][C:27]3[CH:32]=[CH:31][CH:30]=[CH:29][CH:28]=3)=[O:26])=[C:16]2[N:15]=1, predict the reactants needed to synthesize it. The reactants are: [F:1][C:2]1[CH:7]=[CH:6][C:5]([F:8])=[CH:4][C:3]=1[C@H:9]1[CH2:13][CH2:12][CH2:11][N:10]1[C:14]1[CH:19]=[CH:18][N:17]2[N:20]=[CH:21][C:22]([NH2:23])=[C:16]2[N:15]=1.[N:24]([C:27]1[CH:32]=[CH:31][CH:30]=[CH:29][CH:28]=1)=[C:25]=[O:26].